From a dataset of Forward reaction prediction with 1.9M reactions from USPTO patents (1976-2016). Predict the product of the given reaction. (1) The product is: [C:25]([N:33]1[CH:37]([CH3:38])[CH2:36][N:35]([C:2]2[CH:7]=[CH:6][C:5]([C:8]([N:10]3[CH2:15][CH2:14][N:13]([C:16]4[C:21]([CH3:22])=[CH:20][C:19]([CH3:23])=[CH:18][N:17]=4)[CH2:12][CH2:11]3)=[O:9])=[C:4]([F:24])[CH:3]=2)[C:34]1=[O:39])(=[O:32])[C:26]1[CH:27]=[CH:28][CH:29]=[CH:30][CH:31]=1. Given the reactants Br[C:2]1[CH:7]=[CH:6][C:5]([C:8]([N:10]2[CH2:15][CH2:14][N:13]([C:16]3[C:21]([CH3:22])=[CH:20][C:19]([CH3:23])=[CH:18][N:17]=3)[CH2:12][CH2:11]2)=[O:9])=[C:4]([F:24])[CH:3]=1.[C:25]([N:33]1[CH:37]([CH3:38])[CH2:36][NH:35][C:34]1=[O:39])(=[O:32])[C:26]1[CH:31]=[CH:30][CH:29]=[CH:28][CH:27]=1.P([O-])([O-])([O-])=O.[K+].[K+].[K+].CNCCNC, predict the reaction product. (2) Given the reactants [CH3:1][NH:2][C:3]1[C:11]2[C:6](=[CH:7][CH:8]=[C:9]([C:12]([O:14]C)=[O:13])[CH:10]=2)[NH:5][N:4]=1.Cl, predict the reaction product. The product is: [CH3:1][NH:2][C:3]1[C:11]2[C:6](=[CH:7][CH:8]=[C:9]([C:12]([OH:14])=[O:13])[CH:10]=2)[NH:5][N:4]=1. (3) Given the reactants [CH2:1]([N:8]1[C:13](=[O:14])[C:12]([Cl:15])=[C:11](OC)[CH:10]=[N:9]1)[C:2]1[CH:7]=[CH:6][CH:5]=[CH:4][CH:3]=1.[CH3:18][S:19][C:20]1[CH:25]=[CH:24][C:23](B(O)O)=[CH:22][CH:21]=1, predict the reaction product. The product is: [CH2:1]([N:8]1[C:13](=[O:14])[C:12]([Cl:15])=[C:11]([C:23]2[CH:24]=[CH:25][C:20]([S:19][CH3:18])=[CH:21][CH:22]=2)[CH:10]=[N:9]1)[C:2]1[CH:7]=[CH:6][CH:5]=[CH:4][CH:3]=1. (4) Given the reactants Cl.[NH2:2][CH2:3][C:4]1[CH:13]=[CH:12][C:7]([C:8]([O:10][CH3:11])=[O:9])=[CH:6][N:5]=1.C(N(CC)CC)C.[F:21][C:22]1[CH:27]=[CH:26][C:25]([S:28](Cl)(=[O:30])=[O:29])=[CH:24][C:23]=1[Cl:32], predict the reaction product. The product is: [Cl:32][C:23]1[CH:24]=[C:25]([S:28]([NH:2][CH2:3][C:4]2[CH:13]=[CH:12][C:7]([C:8]([O:10][CH3:11])=[O:9])=[CH:6][N:5]=2)(=[O:29])=[O:30])[CH:26]=[CH:27][C:22]=1[F:21]. (5) Given the reactants [CH3:1][O:2][C:3]([CH:5]1[CH2:10][N:9]([C:11](=[O:20])[CH2:12][O:13][C:14]2[S:15][C:16]([Cl:19])=[CH:17][CH:18]=2)[CH2:8][C:7](=[O:21])[N:6]1[CH2:22][C:23]1[CH:28]=C[C:26](C#N)=[C:25](N)[CH:24]=1)=[O:4].[N:32]1[CH:37]=[N:36][CH:35]=[N:34][CH:33]=1.CC(O)=O, predict the reaction product. The product is: [CH3:1][O:2][C:3]([CH:5]1[CH2:10][N:9]([C:11](=[O:20])[CH2:12][O:13][C:14]2[S:15][C:16]([Cl:19])=[CH:17][CH:18]=2)[CH2:8][C:7](=[O:21])[N:6]1[CH2:22][C:23]1[CH:28]=[C:33]2[C:26]([C:37]([NH2:32])=[N:36][CH:35]=[N:34]2)=[CH:25][CH:24]=1)=[O:4].